From a dataset of Forward reaction prediction with 1.9M reactions from USPTO patents (1976-2016). Predict the product of the given reaction. Given the reactants [CH2:1]([O:8][N:9]=[C:10]1[C:18]2([CH2:23][CH2:22][CH2:21][CH2:20][CH2:19]2)[C:17]2[C:12](=[CH:13][CH:14]=[C:15](Br)[CH:16]=2)[NH:11]1)[C:2]1[CH:7]=[CH:6][CH:5]=[CH:4][CH:3]=1.[F:25][C:26]1[CH:31]=[CH:30][C:29](B(O)O)=[CH:28][CH:27]=1.CCCCCC, predict the reaction product. The product is: [CH2:1]([O:8][N:9]=[C:10]1[C:18]2([CH2:23][CH2:22][CH2:21][CH2:20][CH2:19]2)[C:17]2[C:12](=[CH:13][CH:14]=[C:15]([C:29]3[CH:30]=[CH:31][C:26]([F:25])=[CH:27][CH:28]=3)[CH:16]=2)[NH:11]1)[C:2]1[CH:7]=[CH:6][CH:5]=[CH:4][CH:3]=1.